Dataset: Forward reaction prediction with 1.9M reactions from USPTO patents (1976-2016). Task: Predict the product of the given reaction. The product is: [C:28]([NH:17][C:14]1[CH:15]=[CH:16][C:11]([N:7]2[C:8]3[C:4](=[CH:3][C:2]([NH:1][C:28](=[O:30])[C:27]4[CH:26]=[CH:25][C:24]([N:21]5[CH2:20][CH2:19][O:18][CH2:23][CH2:22]5)=[CH:32][CH:31]=4)=[CH:10][CH:9]=3)[CH:5]=[N:6]2)=[CH:12][CH:13]=1)(=[O:30])[CH:27]([CH3:31])[CH3:26]. Given the reactants [NH2:1][C:2]1[CH:3]=[C:4]2[C:8](=[CH:9][CH:10]=1)[N:7]([C:11]1[CH:16]=[CH:15][C:14]([NH2:17])=[CH:13][CH:12]=1)[N:6]=[CH:5]2.[O:18]1[CH2:23][CH2:22][N:21]([C:24]2[CH:32]=[CH:31][C:27]([C:28]([O-:30])=O)=[CH:26][CH:25]=2)[CH2:20][CH2:19]1, predict the reaction product.